Dataset: NCI-60 drug combinations with 297,098 pairs across 59 cell lines. Task: Regression. Given two drug SMILES strings and cell line genomic features, predict the synergy score measuring deviation from expected non-interaction effect. (1) Drug 1: CCCCC(=O)OCC(=O)C1(CC(C2=C(C1)C(=C3C(=C2O)C(=O)C4=C(C3=O)C=CC=C4OC)O)OC5CC(C(C(O5)C)O)NC(=O)C(F)(F)F)O. Drug 2: N.N.Cl[Pt+2]Cl. Cell line: MDA-MB-231. Synergy scores: CSS=45.0, Synergy_ZIP=0.731, Synergy_Bliss=8.35, Synergy_Loewe=4.11, Synergy_HSA=8.44. (2) Drug 1: C1=C(C(=O)NC(=O)N1)N(CCCl)CCCl. Drug 2: CCC1(CC2CC(C3=C(CCN(C2)C1)C4=CC=CC=C4N3)(C5=C(C=C6C(=C5)C78CCN9C7C(C=CC9)(C(C(C8N6C=O)(C(=O)OC)O)OC(=O)C)CC)OC)C(=O)OC)O.OS(=O)(=O)O. Cell line: CAKI-1. Synergy scores: CSS=49.6, Synergy_ZIP=4.77, Synergy_Bliss=7.84, Synergy_Loewe=10.8, Synergy_HSA=10.2. (3) Drug 1: C1=CN(C=N1)CC(O)(P(=O)(O)O)P(=O)(O)O. Drug 2: CS(=O)(=O)OCCCCOS(=O)(=O)C. Cell line: HOP-92. Synergy scores: CSS=3.06, Synergy_ZIP=0.728, Synergy_Bliss=3.23, Synergy_Loewe=-0.0692, Synergy_HSA=-0.307. (4) Drug 1: CC1OCC2C(O1)C(C(C(O2)OC3C4COC(=O)C4C(C5=CC6=C(C=C35)OCO6)C7=CC(=C(C(=C7)OC)O)OC)O)O. Drug 2: C(CN)CNCCSP(=O)(O)O. Cell line: NCI/ADR-RES. Synergy scores: CSS=-2.69, Synergy_ZIP=2.25, Synergy_Bliss=1.77, Synergy_Loewe=-0.736, Synergy_HSA=-1.35. (5) Drug 1: C1=C(C(=O)NC(=O)N1)N(CCCl)CCCl. Drug 2: C1=CC(=CC=C1C#N)C(C2=CC=C(C=C2)C#N)N3C=NC=N3. Cell line: KM12. Synergy scores: CSS=5.33, Synergy_ZIP=-6.23, Synergy_Bliss=-11.9, Synergy_Loewe=-5.52, Synergy_HSA=-6.60. (6) Drug 1: C1=NC2=C(N=C(N=C2N1C3C(C(C(O3)CO)O)F)Cl)N. Drug 2: CC1=C(N=C(N=C1N)C(CC(=O)N)NCC(C(=O)N)N)C(=O)NC(C(C2=CN=CN2)OC3C(C(C(C(O3)CO)O)O)OC4C(C(C(C(O4)CO)O)OC(=O)N)O)C(=O)NC(C)C(C(C)C(=O)NC(C(C)O)C(=O)NCCC5=NC(=CS5)C6=NC(=CS6)C(=O)NCCC[S+](C)C)O. Cell line: OVCAR-4. Synergy scores: CSS=7.43, Synergy_ZIP=-5.09, Synergy_Bliss=-2.52, Synergy_Loewe=-2.06, Synergy_HSA=-1.18. (7) Drug 1: CN1CCC(CC1)COC2=C(C=C3C(=C2)N=CN=C3NC4=C(C=C(C=C4)Br)F)OC. Drug 2: C1C(C(OC1N2C=NC3=C(N=C(N=C32)Cl)N)CO)O. Cell line: SW-620. Synergy scores: CSS=17.7, Synergy_ZIP=-4.00, Synergy_Bliss=-2.71, Synergy_Loewe=-7.85, Synergy_HSA=-4.26. (8) Drug 1: CC1=CC2C(CCC3(C2CCC3(C(=O)C)OC(=O)C)C)C4(C1=CC(=O)CC4)C. Drug 2: CN(C)N=NC1=C(NC=N1)C(=O)N. Cell line: NCI-H322M. Synergy scores: CSS=-6.55, Synergy_ZIP=4.75, Synergy_Bliss=3.12, Synergy_Loewe=-2.10, Synergy_HSA=-1.57. (9) Drug 1: CC(C)(C#N)C1=CC(=CC(=C1)CN2C=NC=N2)C(C)(C)C#N. Drug 2: CC=C1C(=O)NC(C(=O)OC2CC(=O)NC(C(=O)NC(CSSCCC=C2)C(=O)N1)C(C)C)C(C)C. Cell line: T-47D. Synergy scores: CSS=11.8, Synergy_ZIP=-1.54, Synergy_Bliss=-6.59, Synergy_Loewe=-25.5, Synergy_HSA=-9.78. (10) Drug 1: C1=CC(=CC=C1CC(C(=O)O)N)N(CCCl)CCCl.Cl. Drug 2: C1=CN(C(=O)N=C1N)C2C(C(C(O2)CO)O)O.Cl. Cell line: SK-MEL-2. Synergy scores: CSS=20.6, Synergy_ZIP=-4.75, Synergy_Bliss=-0.419, Synergy_Loewe=-10.8, Synergy_HSA=-1.97.